From a dataset of Merck oncology drug combination screen with 23,052 pairs across 39 cell lines. Regression. Given two drug SMILES strings and cell line genomic features, predict the synergy score measuring deviation from expected non-interaction effect. (1) Drug 1: CN1C(=O)C=CC2(C)C3CCC4(C)C(NC(=O)OCC(F)(F)F)CCC4C3CCC12. Drug 2: CS(=O)(=O)CCNCc1ccc(-c2ccc3ncnc(Nc4ccc(OCc5cccc(F)c5)c(Cl)c4)c3c2)o1. Cell line: UACC62. Synergy scores: synergy=-0.393. (2) Drug 1: O=P1(N(CCCl)CCCl)NCCCO1. Drug 2: CCN(CC)CCNC(=O)c1c(C)[nH]c(C=C2C(=O)Nc3ccc(F)cc32)c1C. Cell line: SW837. Synergy scores: synergy=-1.08. (3) Drug 1: COc1cc(C2c3cc4c(cc3C(OC3OC5COC(C)OC5C(O)C3O)C3COC(=O)C23)OCO4)cc(OC)c1O. Drug 2: O=C(O)C1(Cc2cccc(Nc3nccs3)n2)CCC(Oc2cccc(Cl)c2F)CC1. Cell line: ES2. Synergy scores: synergy=9.49. (4) Drug 1: CCN(CC)CCNC(=O)c1c(C)[nH]c(C=C2C(=O)Nc3ccc(F)cc32)c1C. Synergy scores: synergy=6.92. Cell line: SKMEL30. Drug 2: CCC1(O)C(=O)OCc2c1cc1n(c2=O)Cc2cc3c(CN(C)C)c(O)ccc3nc2-1.